Dataset: Forward reaction prediction with 1.9M reactions from USPTO patents (1976-2016). Task: Predict the product of the given reaction. (1) Given the reactants [S:1]1[CH:5]=[CH:4][N:3]=[C:2]1[S:6]([NH2:9])(=[O:8])=[O:7].C1(P(C2CCCCC2)C2C=CC=CC=2C2C(C(C)C)=CC(C(C)C)=CC=2C(C)C)CCCCC1.C(=O)([O-])[O-].[Cs+].[Cs+].[CH2:50]([O:52][C:53](=[O:74])[C@H:54]([O:56][C:57]1[CH:62]=[C:61](Cl)[N:60]=[C:59]([S:64][CH2:65][C:66]2[CH:71]=[CH:70][CH:69]=[C:68]([F:72])[C:67]=2[F:73])[N:58]=1)[CH3:55])[CH3:51], predict the reaction product. The product is: [CH2:50]([O:52][C:53](=[O:74])[C@H:54]([O:56][C:57]1[CH:62]=[C:61]([NH:9][S:6]([C:2]2[S:1][CH:5]=[CH:4][N:3]=2)(=[O:8])=[O:7])[N:60]=[C:59]([S:64][CH2:65][C:66]2[CH:71]=[CH:70][CH:69]=[C:68]([F:72])[C:67]=2[F:73])[N:58]=1)[CH3:55])[CH3:51]. (2) The product is: [F:23][C:2]([F:1])([F:22])[CH:3]([C:16]1[CH:17]=[N:18][CH:19]=[CH:20][CH:21]=1)[O:4][C:5]1[N:10]=[C:9]2[CH:11]=[N:12][CH:13]=[CH:14][C:8]2=[N:7][C:6]=1[NH:15][S:27]([CH2:24][CH2:25][CH3:26])(=[O:29])=[O:28]. Given the reactants [F:1][C:2]([F:23])([F:22])[CH:3]([C:16]1[CH:17]=[N:18][CH:19]=[CH:20][CH:21]=1)[O:4][C:5]1[N:10]=[C:9]2[CH:11]=[N:12][CH:13]=[CH:14][C:8]2=[N:7][C:6]=1[NH2:15].[CH2:24]([S:27](Cl)(=[O:29])=[O:28])[CH2:25][CH3:26].[H-].[Na+].O, predict the reaction product. (3) Given the reactants [O:1]=[C:2]1[C:6]2[N:7]=[N:8][C:9]3[CH:10]=[CH:11][CH:12]=[CH:13][C:14]=3[C:5]=2[NH:4][N:3]1[C:15]1[CH:23]=[CH:22][C:18]([C:19]([OH:21])=O)=[CH:17][CH:16]=1.C(N(C(C)C)CC)(C)C.[CH2:33]([NH2:40])[C:34]1[CH:39]=[CH:38][CH:37]=[CH:36][CH:35]=1.CN(C(ON1N=NC2C=CC=CC1=2)=[N+](C)C)C.F[P-](F)(F)(F)(F)F, predict the reaction product. The product is: [CH2:33]([NH:40][C:19](=[O:21])[C:18]1[CH:17]=[CH:16][C:15]([N:3]2[C:2](=[O:1])[C:6]3[N:7]=[N:8][C:9]4[CH:10]=[CH:11][CH:12]=[CH:13][C:14]=4[C:5]=3[NH:4]2)=[CH:23][CH:22]=1)[C:34]1[CH:39]=[CH:38][CH:37]=[CH:36][CH:35]=1. (4) Given the reactants [CH2:1]1[C:4]2[CH:5]=C[C:7](C(C3C=CC=CC=3)(C3C=CC=CC=3)O)=[CH:8][C:3]=2[CH2:2]1.[C:23]([Cl:26])(=O)[CH3:24].[C:27]1(C)[CH:32]=[CH:31][CH:30]=[CH:29][CH:28]=1, predict the reaction product. The product is: [Cl:26][C:23]([C:27]1[CH:28]=[CH:29][CH:30]=[CH:31][CH:32]=1)([C:27]1[CH:32]=[CH:31][CH:30]=[CH:29][CH:28]=1)[C:24]1[CH:7]=[CH:8][C:3]2[CH2:2][CH2:1][C:4]=2[CH:5]=1.